From a dataset of Forward reaction prediction with 1.9M reactions from USPTO patents (1976-2016). Predict the product of the given reaction. (1) Given the reactants Cl.[NH2:2][CH:3]([CH2:7][C:8]1[CH:13]=[C:12]([Cl:14])[CH:11]=[C:10]([CH3:15])[C:9]=1[N+:16]([O-:18])=O)[C:4](O)=[O:5].Cl.NC(CC1C=CC(Br)=CC=1[N+]([O-])=O)C(O)=O.C(NC(CC1C=C(Cl)C=C(C)C=1[N+]([O-])=O)(C(OCC)=O)C(OCC)=O)(=O)C, predict the reaction product. The product is: [NH2:2][CH:3]1[CH2:7][C:8]2[C:9](=[C:10]([CH3:15])[CH:11]=[C:12]([Cl:14])[CH:13]=2)[N:16]([OH:18])[C:4]1=[O:5]. (2) Given the reactants [C:1]([C:3]1[CH:17]=[C:16](I)[C:6]2[N:7]([C:10]3[CH:15]=[CH:14][CH:13]=[CH:12][CH:11]=3)[CH:8]=[N:9][C:5]=2[CH:4]=1)#[N:2].[OH:19][CH2:20][C:21]1[CH:22]=[C:23](B(O)O)[CH:24]=[CH:25][CH:26]=1.C(=O)([O-])[O-].[K+].[K+].ClCCl.CO, predict the reaction product. The product is: [C:1]([C:3]1[CH:17]=[C:16]([C:25]2[CH:24]=[CH:23][CH:22]=[C:21]([CH2:20][OH:19])[CH:26]=2)[C:6]2[N:7]([C:10]3[CH:15]=[CH:14][CH:13]=[CH:12][CH:11]=3)[CH:8]=[N:9][C:5]=2[CH:4]=1)#[N:2]. (3) Given the reactants [Br-].[CH2:2]([P+](C1C=CC=CC=1)(C1C=CC=CC=1)C1C=CC=CC=1)[CH:3]([CH3:5])[CH3:4].[Li]CCCC.[C:30]([N:37]1[C@@H:42]([CH:43]=O)[CH2:41][CH2:40][CH2:39][C@@H:38]1[CH3:45])([O:32][C:33]([CH3:36])([CH3:35])[CH3:34])=[O:31].CCOC(C)=O.CCCCCC, predict the reaction product. The product is: [C:30]([N:37]1[C@@H:42]([CH:43]=[CH:2][CH:3]([CH3:5])[CH3:4])[CH2:41][CH2:40][CH2:39][C@@H:38]1[CH3:45])([O:32][C:33]([CH3:36])([CH3:35])[CH3:34])=[O:31]. (4) Given the reactants [CH3:1][C:2]12[CH2:12][CH:11]1[C:10]1[C:9]([O:13][CH2:14][O:15][CH3:16])=[CH:8][CH:7]=[CH:6][C:5]=1[O:4][C:3]2=[O:17].[H-].[Al+3].[Li+].[H-].[H-].[H-], predict the reaction product. The product is: [OH:17][CH2:3][C:2]1([CH3:1])[CH2:12][CH:11]1[C:10]1[C:9]([O:13][CH2:14][O:15][CH3:16])=[CH:8][CH:7]=[CH:6][C:5]=1[OH:4]. (5) Given the reactants [Br:1][C:2]1[CH:3]=[C:4]([NH:8][C:9]2[C:10]3[C:17]4[CH2:18][CH2:19][CH:20]([C:22]([O:24]CC)=[O:23])[CH2:21][C:16]=4[S:15][C:11]=3[N:12]=[CH:13][N:14]=2)[CH:5]=[CH:6][CH:7]=1.[OH-].[Na+], predict the reaction product. The product is: [Br:1][C:2]1[CH:3]=[C:4]([NH:8][C:9]2[C:10]3[C:17]4[CH2:18][CH2:19][CH:20]([C:22]([OH:24])=[O:23])[CH2:21][C:16]=4[S:15][C:11]=3[N:12]=[CH:13][N:14]=2)[CH:5]=[CH:6][CH:7]=1.